From a dataset of Catalyst prediction with 721,799 reactions and 888 catalyst types from USPTO. Predict which catalyst facilitates the given reaction. (1) Reactant: [O:1]=[S:2]1(=[O:31])[C:7]2[CH:8]=[CH:9][CH:10]=[CH:11][C:6]=2[NH:5][C:4]([C:12]2[C:13](=[O:30])[N:14]([CH2:23][CH2:24][CH:25]3OCC[O:26]3)[C:15]3[C:20]([C:21]=2[OH:22])=[CH:19][CH:18]=[CH:17][N:16]=3)=[N:3]1.S(=O)(=O)(O)O. Product: [O:31]=[S:2]1(=[O:1])[C:7]2[CH:8]=[CH:9][CH:10]=[CH:11][C:6]=2[NH:5][C:4]([C:12]2[C:13](=[O:30])[N:14]([CH2:23][CH2:24][CH:25]=[O:26])[C:15]3[C:20]([C:21]=2[OH:22])=[CH:19][CH:18]=[CH:17][N:16]=3)=[N:3]1. The catalyst class is: 211. (2) Reactant: F[C:2]1[CH:9]=[CH:8][C:5]([CH:6]=[O:7])=[CH:4][CH:3]=1.[N:10]1([CH:16]2[CH2:21][CH2:20][NH:19][CH2:18][CH2:17]2)[CH2:15][CH2:14][CH2:13][CH2:12][CH2:11]1.C(=O)([O-])[O-].[K+].[K+].O. Product: [N:10]1([CH:16]2[CH2:21][CH2:20][N:19]([C:2]3[CH:9]=[CH:8][C:5]([CH:6]=[O:7])=[CH:4][CH:3]=3)[CH2:18][CH2:17]2)[CH2:15][CH2:14][CH2:13][CH2:12][CH2:11]1. The catalyst class is: 3. (3) Reactant: [Cl:1][C:2]1[CH:7]=[CH:6][C:5]([C:8](=O)[C:9]([C:12]2[CH:17]=[CH:16][N:15]=[CH:14][CH:13]=2)=[N:10]O)=[CH:4][CH:3]=1.[CH2:19]=[O:20].[CH2:21]([NH2:23])[CH3:22].N. Product: [Cl:1][C:2]1[CH:7]=[CH:6][C:5]([C:8]2[N:23]([CH2:21][CH3:22])[C:19]([OH:20])=[N:10][C:9]=2[C:12]2[CH:17]=[CH:16][N:15]=[CH:14][CH:13]=2)=[CH:4][CH:3]=1. The catalyst class is: 15. (4) Reactant: [CH:1]1([C@:7](C)(O)[C:8]([OH:10])=O)[CH2:6][CH2:5][CH2:4][CH2:3][CH2:2]1.[F:13][C:14]1[CH:15]=[C:16]2[C:20](=[CH:21][CH:22]=1)[N:19]([CH2:23][CH2:24][NH2:25])[CH2:18][CH2:17]2.CN([C:29]([O:33]N1N=NC2C=CC=NC1=2)=[N+](C)C)C.F[P-](F)(F)(F)(F)F.CCN(C(C)C)C(C)C. Product: [CH:1]1([CH2:7][C@H:8]([OH:10])[C:29]([NH:25][CH2:24][CH2:23][N:19]2[C:20]3[C:16](=[CH:15][C:14]([F:13])=[CH:22][CH:21]=3)[CH2:17][CH2:18]2)=[O:33])[CH2:2][CH2:3][CH2:4][CH2:5][CH2:6]1. The catalyst class is: 124. (5) Reactant: C(OC([N:8]1[C@H:12]([C@H:13]([OH:45])/[CH:14]=[CH:15]/[CH2:16][CH2:17][CH2:18][CH2:19][CH2:20][CH2:21][CH2:22][CH2:23][CH2:24][CH2:25][O:26][C:27]([C:29]2[C:42]3[C:43]4=[C:44]5[C:39](=[CH:40][CH:41]=3)[CH:38]=[CH:37][CH:36]=[C:35]5[CH:34]=[CH:33][C:32]4=[CH:31][CH:30]=2)=[O:28])[CH2:11][O:10]C1(C)C)=O)(C)(C)C.C(O)(C(F)(F)F)=O. Product: [NH2:8][C@@H:12]([CH2:11][OH:10])[C@H:13]([OH:45])/[CH:14]=[CH:15]/[CH2:16][CH2:17][CH2:18][CH2:19][CH2:20][CH2:21][CH2:22][CH2:23][CH2:24][CH2:25][O:26][C:27]([C:29]1[C:42]2[C:43]3=[C:44]4[C:39](=[CH:40][CH:41]=2)[CH:38]=[CH:37][CH:36]=[C:35]4[CH:34]=[CH:33][C:32]3=[CH:31][CH:30]=1)=[O:28]. The catalyst class is: 2. (6) Reactant: [NH2:1][C:2]1[CH:3]=[CH:4][C:5]2[S:9][C:8]([NH:10][C:11](=[O:18])[C:12]3[CH:17]=[CH:16][CH:15]=[CH:14][CH:13]=3)=[N:7][C:6]=2[CH:19]=1.Cl[C:21]1[C:30]2[C:25](=[CH:26][C:27]([O:42][CH3:43])=[C:28]([O:31][CH2:32][CH2:33][CH2:34][N:35]3[CH2:40][CH2:39][N:38]([CH3:41])[CH2:37][CH2:36]3)[CH:29]=2)[N:24]=[CH:23][N:22]=1.Cl.O1CCOCC1. Product: [CH3:43][O:42][C:27]1[CH:26]=[C:25]2[C:30]([C:21]([NH:1][C:2]3[CH:3]=[CH:4][C:5]4[S:9][C:8]([NH:10][C:11](=[O:18])[C:12]5[CH:17]=[CH:16][CH:15]=[CH:14][CH:13]=5)=[N:7][C:6]=4[CH:19]=3)=[N:22][CH:23]=[N:24]2)=[CH:29][C:28]=1[O:31][CH2:32][CH2:33][CH2:34][N:35]1[CH2:36][CH2:37][N:38]([CH3:41])[CH2:39][CH2:40]1. The catalyst class is: 51. (7) Reactant: N1C2C(=CC=CC=2)C(C=CC(N[C:15]2[CH:16]=[C:17]([CH:21]=[CH:22][CH:23]=2)[C:18](O)=[O:19])=O)=C1.C([NH2:30])C1OC=CC=1.CCN(C(C)C)C(C)C.CN(C(ON1N=NC2C=CC=NC1=2)=[N+](C)C)C.F[P-](F)(F)(F)(F)F. Product: [C:18]([NH2:30])(=[O:19])[C:17]1[CH:21]=[CH:22][CH:23]=[CH:15][CH:16]=1. The catalyst class is: 3. (8) Reactant: [O:1]1[CH2:6][CH2:5][O:4][CH2:3][C:2]1=O.[NH2:8][C:9]1[C:14]([NH2:15])=[CH:13][CH:12]=[CH:11][N:10]=1. The catalyst class is: 728. Product: [OH:1][CH2:6][CH2:5][O:4][CH2:3][C:2]1[NH:15][C:14]2[CH:13]=[CH:12][CH:11]=[N:10][C:9]=2[N:8]=1. (9) Reactant: [CH3:1][C@@H:2]1[C@H:6]([C:7]2[CH:12]=[CH:11][CH:10]=[CH:9][CH:8]=2)[O:5][C:4](=[O:13])[NH:3]1.[Li]CCCC.[C:19](Cl)(=[O:25])[CH2:20][CH2:21][CH2:22][CH2:23][CH3:24]. Product: [C:19]([N:3]1[C@H:2]([CH3:1])[C@H:6]([C:7]2[CH:12]=[CH:11][CH:10]=[CH:9][CH:8]=2)[O:5][C:4]1=[O:13])(=[O:25])[CH2:20][CH2:21][CH2:22][CH2:23][CH3:24]. The catalyst class is: 1. (10) Reactant: [CH3:1][O:2][C:3]1[CH:8]=[CH:7][C:6]([CH2:9][C:10]([NH:12][C:13]2[CH:54]=[CH:53][C:16]([C:17]([N:19]([CH2:45][C:46]([O:48]C(C)(C)C)=[O:47])[CH2:20][C:21]3[CH:26]=[CH:25][C:24]([C:27]4[N:31]=[C:30]([C:32]5[CH:37]=[CH:36][C:35]([C:38]6[CH:43]=[CH:42][C:41]([CH3:44])=[CH:40][CH:39]=6)=[CH:34][CH:33]=5)[O:29][N:28]=4)=[CH:23][CH:22]=3)=[O:18])=[CH:15][CH:14]=2)=[O:11])=[C:5]([C:55]([F:58])([F:57])[F:56])[CH:4]=1.C(O)(C(F)(F)F)=O. Product: [CH3:1][O:2][C:3]1[CH:8]=[CH:7][C:6]([CH2:9][C:10]([NH:12][C:13]2[CH:14]=[CH:15][C:16]([C:17]([N:19]([CH2:45][C:46]([OH:48])=[O:47])[CH2:20][C:21]3[CH:26]=[CH:25][C:24]([C:27]4[N:31]=[C:30]([C:32]5[CH:37]=[CH:36][C:35]([C:38]6[CH:43]=[CH:42][C:41]([CH3:44])=[CH:40][CH:39]=6)=[CH:34][CH:33]=5)[O:29][N:28]=4)=[CH:23][CH:22]=3)=[O:18])=[CH:53][CH:54]=2)=[O:11])=[C:5]([C:55]([F:58])([F:57])[F:56])[CH:4]=1. The catalyst class is: 2.